This data is from Catalyst prediction with 721,799 reactions and 888 catalyst types from USPTO. The task is: Predict which catalyst facilitates the given reaction. (1) Reactant: Br[CH2:2][C:3]1[CH:8]=[CH:7][C:6]([I:9])=[CH:5][C:4]=1[Cl:10].[C:11]1(=[O:21])[NH:15][C:14](=[O:16])[C:13]2=[CH:17][CH:18]=[CH:19][CH:20]=[C:12]12.[K]. Product: [Cl:10][C:4]1[CH:5]=[C:6]([I:9])[CH:7]=[CH:8][C:3]=1[CH2:2][N:15]1[C:14](=[O:16])[C:13]2=[CH:17][CH:18]=[CH:19][CH:20]=[C:12]2[C:11]1=[O:21]. The catalyst class is: 42. (2) Reactant: [C:1]([O:5][C:6](=[O:15])[NH:7][C:8]1[CH:13]=[C:12]([Br:14])[CH:11]=[CH:10][N:9]=1)([CH3:4])([CH3:3])[CH3:2].[H-].[Na+].I[CH3:19]. Product: [C:1]([O:5][C:6](=[O:15])[N:7]([C:8]1[CH:13]=[C:12]([Br:14])[CH:11]=[CH:10][N:9]=1)[CH3:19])([CH3:4])([CH3:2])[CH3:3]. The catalyst class is: 1. (3) Reactant: [CH2:1]([N:3]([CH:13]1[CH2:18][CH2:17][O:16][CH2:15][CH2:14]1)[C:4]1[S:8][C:7]([C:9]([O:11]C)=[O:10])=[CH:6][CH:5]=1)[CH3:2].[Li+].[OH-]. Product: [CH2:1]([N:3]([CH:13]1[CH2:18][CH2:17][O:16][CH2:15][CH2:14]1)[C:4]1[S:8][C:7]([C:9]([OH:11])=[O:10])=[CH:6][CH:5]=1)[CH3:2]. The catalyst class is: 1. (4) Reactant: [Cl:1][C:2]1[CH:3]=[C:4]([C:10]2[C:14]([C:15]([OH:17])=O)=[CH:13][O:12][N:11]=2)[CH:5]=[CH:6][C:7]=1[O:8][CH3:9].C(N(C(C)C)C(C)C)C.CN(C(ON1N=NC2C=CC=CC1=2)=[N+](C)C)C.[B-](F)(F)(F)F.Cl.Cl.[N:51]1[CH:56]=[CH:55][CH:54]=[C:53]([C:57]2([OH:62])[CH2:61][CH2:60][NH:59][CH2:58]2)[CH:52]=1. Product: [Cl:1][C:2]1[CH:3]=[C:4]([C:10]2[C:14]([C:15]([N:59]3[CH2:60][CH2:61][C:57]([C:53]4[CH:52]=[N:51][CH:56]=[CH:55][CH:54]=4)([OH:62])[CH2:58]3)=[O:17])=[CH:13][O:12][N:11]=2)[CH:5]=[CH:6][C:7]=1[O:8][CH3:9]. The catalyst class is: 3. (5) Reactant: C[Si]([N-][Si](C)(C)C)(C)C.[Na+].[Br:11][C:12]1[CH:17]=[C:16]([CH3:18])[CH:15]=[CH:14][N:13]=1.C[O:20][C:21](=O)[C:22]1[CH:27]=[CH:26][CH:25]=[C:24]([CH3:28])[N:23]=1.C(OCC)C. Product: [Br:11][C:12]1[CH:17]=[C:16]([CH2:18][C:21]([C:22]2[CH:27]=[CH:26][CH:25]=[C:24]([CH3:28])[N:23]=2)=[O:20])[CH:15]=[CH:14][N:13]=1. The catalyst class is: 1. (6) Reactant: [F:1][C:2]1[CH:3]=[C:4]([C@@:15]([C:24]2[CH:29]=[CH:28][C:27]([F:30])=[CH:26][CH:25]=2)([NH2:23])[CH2:16][C:17]2[CH:22]=[CH:21][CH:20]=[CH:19][CH:18]=2)[CH:5]=[C:6]([O:8][C:9]([F:14])([F:13])[CH:10]([F:12])[F:11])[CH:7]=1.[C:31]([O-:34])([O-])=O.[K+].[K+].O.C(Cl)(=O)OC(C)=C.[NH2:45][C@H:46]([CH2:53][O:54][CH2:55][C:56]1[CH:61]=[CH:60][CH:59]=[CH:58][CH:57]=1)[C@@H:47]([OH:52])[C:48]([F:51])([F:50])[F:49]. Product: [CH2:55]([O:54][CH2:53][C@@H:46]([NH:45][C:31]([NH:23][C@@:15]([C:4]1[CH:5]=[C:6]([O:8][C:9]([F:14])([F:13])[CH:10]([F:12])[F:11])[CH:7]=[C:2]([F:1])[CH:3]=1)([C:24]1[CH:29]=[CH:28][C:27]([F:30])=[CH:26][CH:25]=1)[CH2:16][C:17]1[CH:22]=[CH:21][CH:20]=[CH:19][CH:18]=1)=[O:34])[C@@H:47]([OH:52])[C:48]([F:51])([F:50])[F:49])[C:56]1[CH:61]=[CH:60][CH:59]=[CH:58][CH:57]=1. The catalyst class is: 49.